Predict the reaction yield, written as a fraction of the theoretical maximum amount of product (1.0 means a 100% yield; for example, 0.34 means a 34% yield). From a dataset of Reaction yield outcomes from USPTO patents with 853,638 reactions. (1) The reactants are [N:1]1[CH:6]=[CH:5][CH:4]=[CH:3][CH:2]=1.[CH3:7][N:8]1[C:16]2[C:11](=[CH:12][CH:13]=[CH:14][CH:15]=2)[C:10](=[O:17])[C:9]1=[O:18].FC(F)(F)S(O[C:25]1[CH:30]=[C:29]([F:31])[C:28]([F:32])=[CH:27][C:26]=1[Si](C)(C)C)(=O)=O.[F-].[K+].O1CCOCCOCCOCCOCCOCC1. The catalyst is C1COCC1. The product is [F:31][C:29]1[CH:30]=[C:25]([CH:26]=[CH:27][C:28]=1[F:32])[O:17][C:10]1([C:2]2[CH:3]=[CH:4][CH:5]=[CH:6][N:1]=2)[C:11]2[C:16](=[CH:15][CH:14]=[CH:13][CH:12]=2)[N:8]([CH3:7])[C:9]1=[O:18]. The yield is 0.710. (2) The reactants are [N+:1]([C:4]1[CH:10]=[C:9]([N+:11]([O-:13])=[O:12])[CH:8]=[CH:7][C:5]=1[NH2:6])([O-:3])=[O:2].[N:14](OS(=O)(=O)O)=O.S(=O)(=O)(O)O.[CH2:26]([CH:28]([CH2:47][CH2:48][CH2:49][CH3:50])[CH2:29][O:30][C:31]1[CH:37]=[CH:36][C:35]([O:38][CH2:39][CH:40]([CH2:45][CH3:46])[CH2:41][CH2:42][CH2:43][CH3:44])=[CH:34][C:32]=1[NH2:33])[CH3:27]. The catalyst is C(O)(=O)C.C(O)(=O)CC.S(=O)(=O)(O)N. The product is [N+:1]([C:4]1[CH:10]=[C:9]([N+:11]([O-:13])=[O:12])[CH:8]=[CH:7][C:5]=1[N:6]=[N:14][C:36]1[C:35]([O:38][CH2:39][CH:40]([CH2:45][CH3:46])[CH2:41][CH2:42][CH2:43][CH3:44])=[CH:34][C:32]([NH2:33])=[C:31]([O:30][CH2:29][CH:28]([CH2:26][CH3:27])[CH2:47][CH2:48][CH2:49][CH3:50])[CH:37]=1)([O-:3])=[O:2]. The yield is 0.390. (3) The product is [Cl:13][C:14]1[C:15]([O:24][C:25]2[CH:30]=[C:29]([O:31][CH2:32][CH2:33][C:34]3([CH3:39])[O:38][CH2:37][CH2:36][O:35]3)[CH:28]=[CH:27][C:26]=2/[CH:40]=[CH:41]/[C:42]([NH:53][S:50]([CH2:45][CH2:46][CH2:47][CH2:48][CH3:49])(=[O:52])=[O:51])=[O:43])=[N:16][CH:17]=[C:18]([C:20]([F:21])([F:22])[F:23])[CH:19]=1. The yield is 0.520. The reactants are Cl.C(N=C=NCCCN(C)C)C.[Cl:13][C:14]1[C:15]([O:24][C:25]2[CH:30]=[C:29]([O:31][CH2:32][CH2:33][C:34]3([CH3:39])[O:38][CH2:37][CH2:36][O:35]3)[CH:28]=[CH:27][C:26]=2/[CH:40]=[CH:41]/[C:42](O)=[O:43])=[N:16][CH:17]=[C:18]([C:20]([F:23])([F:22])[F:21])[CH:19]=1.[CH2:45]([S:50]([NH2:53])(=[O:52])=[O:51])[CH2:46][CH2:47][CH2:48][CH3:49].Cl. The catalyst is CN(C)C1C=CN=CC=1.C(#N)C. (4) The reactants are [Cl:1][Si:2](Cl)([Cl:13])[C:3]1[CH:8]=[CH:7][C:6]([Si:9](Cl)([Cl:11])[Cl:10])=[CH:5][CH:4]=1.C[SiH](Cl)Cl. The catalyst is [Cl-].C([P+](CCCC)(CCCC)CCCC)CCC. The product is [Cl:11][SiH:9]([Cl:10])[C:6]1[CH:7]=[CH:8][C:3]([SiH:2]([Cl:1])[Cl:13])=[CH:4][CH:5]=1. The yield is 0.664. (5) The reactants are C([O:8][C:9]1[CH:33]=[C:12]2[N:13]=[C:14]([NH:23][N:24]=[CH:25][C:26]3[CH:31]=[CH:30][CH:29]=[C:28]([CH3:32])[CH:27]=3)[CH:15]=[C:16]([N:17]3[CH2:22][CH2:21][O:20][CH2:19][CH2:18]3)[N:11]2[N:10]=1)C1C=CC=CC=1.[H][H]. The catalyst is CO.C(Cl)Cl.[Pd]. The product is [OH:8][C:9]1[CH:33]=[C:12]2[N:13]=[C:14]([NH:23][N:24]=[CH:25][C:26]3[CH:31]=[CH:30][CH:29]=[C:28]([CH3:32])[CH:27]=3)[CH:15]=[C:16]([N:17]3[CH2:22][CH2:21][O:20][CH2:19][CH2:18]3)[N:11]2[N:10]=1. The yield is 0.690. (6) The reactants are [NH2:1][C:2]1[C:7]([C:8]2[CH:9]=[C:10]([NH:17][S:18]([C:21]3[CH:26]=[CH:25][C:24]([O:27]C)=[CH:23][CH:22]=3)(=[O:20])=[O:19])[C:11]([NH:14][CH2:15][CH3:16])=[N:12][CH:13]=2)=[C:6]([NH:29][C@H:30]([C:32]2[N:37]([C:38]3[CH:43]=[CH:42][CH:41]=[CH:40][CH:39]=3)[C:36](=[O:44])[C:35]3=[C:45]([CH3:48])[CH:46]=[CH:47][N:34]3[N:33]=2)[CH3:31])[N:5]=[CH:4][N:3]=1.B(Br)(Br)Br. The yield is 0.320. The catalyst is ClCCl. The product is [NH2:1][C:2]1[C:7]([C:8]2[CH:9]=[C:10]([NH:17][S:18]([C:21]3[CH:26]=[CH:25][C:24]([OH:27])=[CH:23][CH:22]=3)(=[O:20])=[O:19])[C:11]([NH:14][CH2:15][CH3:16])=[N:12][CH:13]=2)=[C:6]([NH:29][C@H:30]([C:32]2[N:37]([C:38]3[CH:43]=[CH:42][CH:41]=[CH:40][CH:39]=3)[C:36](=[O:44])[C:35]3=[C:45]([CH3:48])[CH:46]=[CH:47][N:34]3[N:33]=2)[CH3:31])[N:5]=[CH:4][N:3]=1. (7) The product is [CH3:12][S:13]([C:14]1[CH:15]=[CH:16][C:17]2[N:18]([C:20]([CH2:27][N:28]3[CH2:32][CH:31]([CH2:33][CH2:34][CH3:35])[CH2:30][C:29]3=[O:36])=[C:21]([C:23]([F:25])([F:24])[F:26])[N:22]=2)[N:19]=1)=[O:9]. The catalyst is C(Cl)(Cl)Cl. The reactants are ClC1C=CC(C(OO)=[O:9])=CC=1.[CH3:12][S:13][C:14]1[CH:15]=[CH:16][C:17]2[N:18]([C:20]([CH2:27][N:28]3[CH2:32][CH:31]([CH2:33][CH2:34][CH3:35])[CH2:30][C:29]3=[O:36])=[C:21]([C:23]([F:26])([F:25])[F:24])[N:22]=2)[N:19]=1. The yield is 0.380.